Dataset: Experimentally validated miRNA-target interactions with 360,000+ pairs, plus equal number of negative samples. Task: Binary Classification. Given a miRNA mature sequence and a target amino acid sequence, predict their likelihood of interaction. The miRNA is hsa-miR-18a-5p with sequence UAAGGUGCAUCUAGUGCAGAUAG. The protein sequence of the target gene is MEPLSHRGLPRLSWIDTLYSNFSYGTDEYDGEGNEEQKGPPEGSETMPYIDESPTMSPQLSARSQGGGDGVSPTPPEGLAPGVEAGKGLEMRKLVLSGFLASEEIYINQLEALLLPMKPLKATATTSQPVLTIQQIETIFYKIQDIYEIHKEFYDNLCPKVQQWDSQVTMGHLFQKLASQLGVYKAFVDNYKVALETAEKCSQSNNQFQKISEELKVKGPKDSKDSHTSVTMEALLYKPIDRVTRSTLVLHDLLKHTPVDHPDYPLLQDALRISQNFLSSINEDIDPRRTAVTTPKGETR.... Result: 1 (interaction).